From a dataset of Forward reaction prediction with 1.9M reactions from USPTO patents (1976-2016). Predict the product of the given reaction. (1) The product is: [CH3:14][O:13][P:10]([CH:3]([P:4](=[O:9])([O:7][CH3:8])[O:5][CH3:6])[CH2:23][C:22]1[CH:25]=[CH:26][C:19]([N+:16]([O-:18])=[O:17])=[CH:20][CH:21]=1)([O:11][CH3:12])=[O:15]. Given the reactants [H-].[Na+].[CH2:3]([P:10](=[O:15])([O:13][CH3:14])[O:11][CH3:12])[P:4](=[O:9])([O:7][CH3:8])[O:5][CH3:6].[N+:16]([C:19]1[CH:26]=[CH:25][C:22]([CH2:23]Br)=[CH:21][CH:20]=1)([O-:18])=[O:17], predict the reaction product. (2) Given the reactants [F:1][C:2]1[CH:7]=[CH:6][C:5]([C:8](=O)[CH2:9][C:10]2[CH:15]=[CH:14][CH:13]=[C:12]([O:16][CH3:17])[CH:11]=2)=[CH:4][CH:3]=1.[CH2:19]([O:21][C:22]1[CH:23]=[C:24]([CH:27]=[C:28]([N+:31]([O-:33])=[O:32])[C:29]=1[OH:30])[CH:25]=O)[CH3:20].[NH2:34][C:35]([NH2:37])=[O:36].Cl, predict the reaction product. The product is: [CH2:19]([O:21][C:22]1[CH:23]=[C:24]([CH:25]2[C:9]([C:10]3[CH:15]=[CH:14][CH:13]=[C:12]([O:16][CH3:17])[CH:11]=3)=[C:8]([C:5]3[CH:6]=[CH:7][C:2]([F:1])=[CH:3][CH:4]=3)[NH:37][C:35](=[O:36])[NH:34]2)[CH:27]=[C:28]([N+:31]([O-:33])=[O:32])[C:29]=1[OH:30])[CH3:20]. (3) Given the reactants [C:1]([O:5][C:6]([NH:8][C@@H:9]([CH2:16][CH:17]([CH3:19])[CH3:18])[CH2:10]OS(C)(=O)=O)=[O:7])([CH3:4])([CH3:3])[CH3:2].[N-:20]=[N+:21]=[N-:22].[Na+], predict the reaction product. The product is: [C:1]([O:5][C:6](=[O:7])[NH:8][C@H:9]([CH2:10][N:20]=[N+:21]=[N-:22])[CH2:16][CH:17]([CH3:19])[CH3:18])([CH3:4])([CH3:3])[CH3:2]. (4) Given the reactants [CH3:1][O:2][C:3]1[CH:8]=[CH:7][CH:6]=[CH:5][C:4]=1[C:9]1[N:14]=[CH:13][N:12]=[C:11]([NH:15][C:16]([CH:18]2[CH2:23][CH2:22][NH:21][CH2:20][CH2:19]2)=[O:17])[CH:10]=1.[CH3:24][S:25]([OH:28])(=[O:27])=[O:26], predict the reaction product. The product is: [CH3:24][S:25]([OH:28])(=[O:27])=[O:26].[CH3:1][O:2][C:3]1[CH:8]=[CH:7][CH:6]=[CH:5][C:4]=1[C:9]1[N:14]=[CH:13][N:12]=[C:11]([NH:15][C:16]([CH:18]2[CH2:23][CH2:22][NH:21][CH2:20][CH2:19]2)=[O:17])[CH:10]=1.